From a dataset of Catalyst prediction with 721,799 reactions and 888 catalyst types from USPTO. Predict which catalyst facilitates the given reaction. (1) Reactant: [CH3:1][O:2][C:3]1[CH:4]=[C:5]2[C:10](=[CH:11][C:12]=1[O:13][CH3:14])[N:9]=[CH:8][N:7]=[C:6]2[O:15][C:16]1[CH:26]=[CH:25][C:19]([O:20][CH2:21][C:22]([OH:24])=O)=[CH:18][CH:17]=1.CCN=C=NCCCN(C)C.Cl.C1C=CC2N(O)N=NC=2C=1.[CH3:49][O:50][C:51]1[CH:52]=[C:53]([CH:56]=[CH:57][CH:58]=1)[CH2:54][NH2:55].C(=O)([O-])O.[Na+]. Product: [CH3:49][O:50][C:51]1[CH:52]=[C:53]([CH:56]=[CH:57][CH:58]=1)[CH2:54][NH:55][C:22](=[O:24])[CH2:21][O:20][C:19]1[CH:18]=[CH:17][C:16]([O:15][C:6]2[C:5]3[C:10](=[CH:11][C:12]([O:13][CH3:14])=[C:3]([O:2][CH3:1])[CH:4]=3)[N:9]=[CH:8][N:7]=2)=[CH:26][CH:25]=1. The catalyst class is: 146. (2) Reactant: Cl[C:2]1[C:11]2[C:6](=[CH:7][C:8]([O:14][CH3:15])=[C:9]([O:12][CH3:13])[CH:10]=2)[N:5]=[CH:4][CH:3]=1.[C:16]1([C:22]2[C:31]([OH:32])=[CH:30][C:29]3[C:24](=[CH:25][CH:26]=[CH:27][CH:28]=3)[N:23]=2)[CH:21]=[CH:20][CH:19]=[CH:18][CH:17]=1.O. Product: [CH3:13][O:12][C:9]1[CH:10]=[C:11]2[C:6](=[CH:7][C:8]=1[O:14][CH3:15])[N:5]=[CH:4][CH:3]=[C:2]2[O:32][C:31]1[C:22]([C:16]2[CH:21]=[CH:20][CH:19]=[CH:18][CH:17]=2)=[N:23][C:24]2[C:29]([CH:30]=1)=[CH:28][CH:27]=[CH:26][CH:25]=2. The catalyst class is: 420. (3) Product: [CH2:1]([C:9]1[CH:10]=[CH:11][C:12]([NH:13][C:17](=[O:18])[NH:16][CH2:19][CH2:20][C:21]([O:23][CH2:24][CH3:25])=[O:22])=[CH:14][CH:15]=1)[CH2:2][CH2:3][CH2:4][CH2:5][CH2:6][CH2:7][CH3:8]. The catalyst class is: 2. Reactant: [CH2:1]([C:9]1[CH:15]=[CH:14][C:12]([NH2:13])=[CH:11][CH:10]=1)[CH2:2][CH2:3][CH2:4][CH2:5][CH2:6][CH2:7][CH3:8].[N:16]([CH2:19][CH2:20][C:21]([O:23][CH2:24][CH3:25])=[O:22])=[C:17]=[O:18]. (4) Reactant: [Cl:1][C:2]1[C:3]([C:19]([CH3:22])([CH3:21])[CH3:20])=[CH:4][C:5]2[O:10][CH:9]([C:11]([F:14])([F:13])[F:12])[C:8]([C:15]([OH:17])=[O:16])=[CH:7][C:6]=2[CH:18]=1.N[C@@H](CC1C=CC=CC=1)CO. Product: [Cl:1][C:2]1[C:3]([C:19]([CH3:22])([CH3:21])[CH3:20])=[CH:4][C:5]2[O:10][C@H:9]([C:11]([F:13])([F:12])[F:14])[C:8]([C:15]([OH:17])=[O:16])=[CH:7][C:6]=2[CH:18]=1. The catalyst class is: 194.